From a dataset of Forward reaction prediction with 1.9M reactions from USPTO patents (1976-2016). Predict the product of the given reaction. (1) The product is: [C:6]([C:5]1[CH:8]=[CH:9][C:2]([NH:1][C:18](=[O:19])[C:17]([F:28])([F:27])[F:16])=[N:3][CH:4]=1)#[N:7]. Given the reactants [NH2:1][C:2]1[CH:9]=[CH:8][C:5]([C:6]#[N:7])=[CH:4][N:3]=1.N1C=CC=CC=1.[F:16][C:17]([F:28])([F:27])[C:18](O[C:18](=[O:19])[C:17]([F:28])([F:27])[F:16])=[O:19], predict the reaction product. (2) The product is: [ClH:1].[Cl:1][C:2]1[CH:9]=[CH:8][C:5]([C:6]([NH2:17])=[NH:7])=[C:4]([F:10])[C:3]=1[O:11][CH3:12]. Given the reactants [Cl:1][C:2]1[CH:9]=[CH:8][C:5]([C:6]#[N:7])=[C:4]([F:10])[C:3]=1[O:11][CH3:12].C[Si]([N-:17][Si](C)(C)C)(C)C.[Li+].CC(O)C.Cl, predict the reaction product.